Dataset: Forward reaction prediction with 1.9M reactions from USPTO patents (1976-2016). Task: Predict the product of the given reaction. Given the reactants [NH2:1][C:2]1[N:7]=[C:6]([N:8]2[C@H:13]([CH3:14])[CH2:12][CH2:11][C@H:10]([C:15](O)=[O:16])[CH2:9]2)[CH:5]=[C:4]([C:18]2[CH:23]=[CH:22][C:21]([C:24]#[N:25])=[C:20]([F:26])[CH:19]=2)[N:3]=1.CN(C(ON1N=NC2C=CC=NC1=2)=[N+](C)C)C.F[P-](F)(F)(F)(F)F.CCN(C(C)C)C(C)C.[CH3:60][C:61]1[CH:66]=[CH:65][C:64]([CH2:67][NH2:68])=[CH:63][CH:62]=1, predict the reaction product. The product is: [NH2:1][C:2]1[N:7]=[C:6]([N:8]2[C@H:13]([CH3:14])[CH2:12][CH2:11][C@H:10]([C:15]([NH:68][CH2:67][C:64]3[CH:65]=[CH:66][C:61]([CH3:60])=[CH:62][CH:63]=3)=[O:16])[CH2:9]2)[CH:5]=[C:4]([C:18]2[CH:23]=[CH:22][C:21]([C:24]#[N:25])=[C:20]([F:26])[CH:19]=2)[N:3]=1.